This data is from Forward reaction prediction with 1.9M reactions from USPTO patents (1976-2016). The task is: Predict the product of the given reaction. (1) Given the reactants Cl[C:2]1[CH:7]=[N:6][CH:5]=[C:4]([N:8]2[CH:12]=[C:11]([C:13]#[C:14][C:15]3[CH:20]=[CH:19][N:18]=[C:17]([CH3:21])[CH:16]=3)[N:10]=[C:9]2[CH3:22])[N:3]=1.[CH3:23][O:24][CH2:25][CH2:26][OH:27].[H-].[Na+], predict the reaction product. The product is: [CH3:23][O:24][CH2:25][CH2:26][O:27][C:2]1[CH:7]=[N:6][CH:5]=[C:4]([N:8]2[CH:12]=[C:11]([C:13]#[C:14][C:15]3[CH:20]=[CH:19][N:18]=[C:17]([CH3:21])[CH:16]=3)[N:10]=[C:9]2[CH3:22])[N:3]=1. (2) Given the reactants [F:1][C:2]1[CH:7]=[CH:6][C:5]([N:8]2[C:12]3[CH:13]=[N:14][CH:15]=[C:16]([C:17]([OH:19])=O)[C:11]=3[CH:10]=[N:9]2)=[CH:4][CH:3]=1.C(N(CC)C(C)C)(C)C.Cl.[CH3:30][S:31]([C:34]1[O:38][C:37]([C:39]2([NH2:42])[CH2:41][CH2:40]2)=[CH:36][CH:35]=1)(=[O:33])=[O:32].F[P-](F)(F)(F)(F)F.N1(O[P+](N2CCCC2)(N2CCCC2)N2CCCC2)C2C=CC=CC=2N=N1, predict the reaction product. The product is: [CH3:30][S:31]([C:34]1[O:38][C:37]([C:39]2([NH:42][C:17]([C:16]3[C:11]4[CH:10]=[N:9][N:8]([C:5]5[CH:4]=[CH:3][C:2]([F:1])=[CH:7][CH:6]=5)[C:12]=4[CH:13]=[N:14][CH:15]=3)=[O:19])[CH2:41][CH2:40]2)=[CH:36][CH:35]=1)(=[O:33])=[O:32]. (3) Given the reactants [F:1][C:2]1[CH:7]=[CH:6][C:5]([C:8]2[N:9]=[C:10]([SH:23])[NH:11][C:12]=2[C:13]2[CH:18]=[CH:17][C:16]([S:19]([CH3:22])(=[O:21])=[O:20])=[CH:15][CH:14]=2)=[CH:4][CH:3]=1.Cl.Cl[CH2:26][C:27]1[CH:36]=[CH:35][C:34]2[C:29](=[CH:30][CH:31]=[CH:32][CH:33]=2)[N:28]=1.C(N(CC)CC)C.O, predict the reaction product. The product is: [F:1][C:2]1[CH:3]=[CH:4][C:5]([C:8]2[N:9]=[C:10]([S:23][CH2:26][C:27]3[CH:36]=[CH:35][C:34]4[C:29](=[CH:30][CH:31]=[CH:32][CH:33]=4)[N:28]=3)[NH:11][C:12]=2[C:13]2[CH:18]=[CH:17][C:16]([S:19]([CH3:22])(=[O:20])=[O:21])=[CH:15][CH:14]=2)=[CH:6][CH:7]=1.